From a dataset of Catalyst prediction with 721,799 reactions and 888 catalyst types from USPTO. Predict which catalyst facilitates the given reaction. The catalyst class is: 70. Reactant: [CH3:1][O:2][C:3]1[CH:8]=[CH:7][N:6]=[C:5]([CH2:9][CH2:10][C:11]2[NH:20][C:14]3=[N:15][CH:16]=[C:17](I)[CH:18]=[C:13]3[N:12]=2)[CH:4]=1.[NH:21]1[C:29]2[C:24](=[CH:25][C:26](B(O)O)=[CH:27][CH:28]=2)[CH:23]=[CH:22]1.C(=O)([O-])[O-].[K+].[K+].[Cl-].[Li+]. Product: [NH:21]1[C:29]2[C:24](=[CH:25][C:26]([C:17]3[CH:18]=[C:13]4[N:12]=[C:11]([CH2:10][CH2:9][C:5]5[CH:4]=[C:3]([O:2][CH3:1])[CH:8]=[CH:7][N:6]=5)[NH:20][C:14]4=[N:15][CH:16]=3)=[CH:27][CH:28]=2)[CH:23]=[CH:22]1.